This data is from NCI-60 drug combinations with 297,098 pairs across 59 cell lines. The task is: Regression. Given two drug SMILES strings and cell line genomic features, predict the synergy score measuring deviation from expected non-interaction effect. (1) Drug 1: CC(CN1CC(=O)NC(=O)C1)N2CC(=O)NC(=O)C2. Drug 2: COC1=CC(=CC(=C1O)OC)C2C3C(COC3=O)C(C4=CC5=C(C=C24)OCO5)OC6C(C(C7C(O6)COC(O7)C8=CC=CS8)O)O. Cell line: SR. Synergy scores: CSS=95.3, Synergy_ZIP=8.01, Synergy_Bliss=7.56, Synergy_Loewe=9.10, Synergy_HSA=11.6. (2) Drug 1: CC1CCC2CC(C(=CC=CC=CC(CC(C(=O)C(C(C(=CC(C(=O)CC(OC(=O)C3CCCCN3C(=O)C(=O)C1(O2)O)C(C)CC4CCC(C(C4)OC)OCCO)C)C)O)OC)C)C)C)OC. Drug 2: CS(=O)(=O)CCNCC1=CC=C(O1)C2=CC3=C(C=C2)N=CN=C3NC4=CC(=C(C=C4)OCC5=CC(=CC=C5)F)Cl. Cell line: BT-549. Synergy scores: CSS=1.66, Synergy_ZIP=1.73, Synergy_Bliss=3.64, Synergy_Loewe=4.33, Synergy_HSA=3.50. (3) Drug 1: C1=C(C(=O)NC(=O)N1)N(CCCl)CCCl. Cell line: TK-10. Drug 2: CC1=C2C(C(=O)C3(C(CC4C(C3C(C(C2(C)C)(CC1OC(=O)C(C(C5=CC=CC=C5)NC(=O)OC(C)(C)C)O)O)OC(=O)C6=CC=CC=C6)(CO4)OC(=O)C)O)C)O. Synergy scores: CSS=11.1, Synergy_ZIP=-9.78, Synergy_Bliss=-3.07, Synergy_Loewe=-9.41, Synergy_HSA=-2.59. (4) Drug 1: C1=NC2=C(N1)C(=S)N=C(N2)N. Drug 2: C1=CC=C(C=C1)NC(=O)CCCCCCC(=O)NO. Cell line: RXF 393. Synergy scores: CSS=16.4, Synergy_ZIP=-1.88, Synergy_Bliss=3.24, Synergy_Loewe=3.24, Synergy_HSA=3.78. (5) Drug 1: CC1=C(C=C(C=C1)NC2=NC=CC(=N2)N(C)C3=CC4=NN(C(=C4C=C3)C)C)S(=O)(=O)N.Cl. Drug 2: CN1CCC(CC1)COC2=C(C=C3C(=C2)N=CN=C3NC4=C(C=C(C=C4)Br)F)OC. Cell line: SK-MEL-5. Synergy scores: CSS=0.850, Synergy_ZIP=4.92, Synergy_Bliss=9.29, Synergy_Loewe=3.28, Synergy_HSA=4.03. (6) Drug 1: C1=CC(=CC=C1CC(C(=O)O)N)N(CCCl)CCCl.Cl. Drug 2: C1C(C(OC1N2C=NC(=NC2=O)N)CO)O. Cell line: NCI-H322M. Synergy scores: CSS=4.41, Synergy_ZIP=-2.29, Synergy_Bliss=-2.81, Synergy_Loewe=-12.6, Synergy_HSA=-6.39.